This data is from Forward reaction prediction with 1.9M reactions from USPTO patents (1976-2016). The task is: Predict the product of the given reaction. (1) Given the reactants [C:1]([O:5][C:6]([NH:8][C@@H:9]([C:12]([O:14][CH3:15])=[O:13])[CH2:10]I)=[O:7])([CH3:4])([CH3:3])[CH3:2].C(=O)([O-])[O-].[Cs+].[Cs+].[CH3:22][C:23]1[CH:28]=[CH:27][CH:26]=[CH:25][C:24]=1[CH2:29][C:30](=[O:32])[CH3:31], predict the reaction product. The product is: [C:1]([O:5][C:6]([NH:8][C@H:9]([C:12]([O:14][CH3:15])=[O:13])[CH2:10][CH:29]([C:24]1[CH:25]=[CH:26][CH:27]=[CH:28][C:23]=1[CH3:22])[C:30](=[O:32])[CH3:31])=[O:7])([CH3:4])([CH3:3])[CH3:2]. (2) Given the reactants [C:1]([O:5][C:6]([CH2:8][CH2:9][CH2:10][O:11][C:12]1[CH:20]=[CH:19][C:15]([C:16]([OH:18])=O)=[CH:14][C:13]=1[CH3:21])=[O:7])([CH3:4])([CH3:3])[CH3:2].[CH3:22][N:23]1[C:32]2[NH:31][C:30]3[CH:33]=[CH:34][CH:35]=[CH:36][C:29]=3[NH:28][CH2:27][C:26]=2[CH:25]=[N:24]1.C(N(CC)CC)C, predict the reaction product. The product is: [C:1]([O:5][C:6](=[O:7])[CH2:8][CH2:9][CH2:10][O:11][C:12]1[CH:20]=[CH:19][C:15]([C:16]([N:28]2[CH2:27][C:26]3[CH:25]=[N:24][N:23]([CH3:22])[C:32]=3[NH:31][C:30]3[CH:33]=[CH:34][CH:35]=[CH:36][C:29]2=3)=[O:18])=[CH:14][C:13]=1[CH3:21])([CH3:2])([CH3:3])[CH3:4].